Task: Predict the product of the given reaction.. Dataset: Forward reaction prediction with 1.9M reactions from USPTO patents (1976-2016) (1) Given the reactants [NH2:1][C:2]1[CH:10]=[CH:9][C:8]([S:11]([C:14]2[CH:19]=[CH:18][C:17]([CH2:20][CH2:21][N:22]([C:39]([O:41][C:42]([CH3:45])([CH3:44])[CH3:43])=[O:40])[CH2:23][C@@H:24]([C:32]3[CH:37]=[CH:36][CH:35]=[C:34]([Cl:38])[CH:33]=3)[O:25]C3CCCCO3)=[CH:16][CH:15]=2)(=[O:13])=[O:12])=[CH:7][C:3]=1[C:4]([OH:6])=[O:5].N1C=CC=CC=1.[C:52](Cl)(=[O:59])[C:53]1[CH:58]=[CH:57][CH:56]=[CH:55][CH:54]=1.Cl, predict the reaction product. The product is: [C:52]([NH:1][C:2]1[CH:10]=[CH:9][C:8]([S:11]([C:14]2[CH:19]=[CH:18][C:17]([CH2:20][CH2:21][N:22]([C:39]([O:41][C:42]([CH3:44])([CH3:43])[CH3:45])=[O:40])[CH2:23][C@@H:24]([C:32]3[CH:37]=[CH:36][CH:35]=[C:34]([Cl:38])[CH:33]=3)[OH:25])=[CH:16][CH:15]=2)(=[O:13])=[O:12])=[CH:7][C:3]=1[C:4]([OH:6])=[O:5])(=[O:59])[C:53]1[CH:58]=[CH:57][CH:56]=[CH:55][CH:54]=1. (2) Given the reactants [CH2:1]([O:4][C:5](=[O:35])[C@H:6]([CH2:15][C:16]1[CH:21]=[CH:20][C:19]([O:22][C:23](OC2C=CC([N+]([O-])=O)=CC=2)=[O:24])=[CH:18][CH:17]=1)[NH:7][C:8]([O:10][C:11]([CH3:14])([CH3:13])[CH3:12])=[O:9])[CH:2]=[CH2:3].[C:36]([O:40][C:41]([NH:43][C@H:44]([C:49]([OH:51])=[O:50])[CH2:45][CH2:46][CH2:47][NH2:48])=[O:42])([CH3:39])([CH3:38])[CH3:37], predict the reaction product. The product is: [CH2:1]([O:4][C:5](=[O:35])[C@@H:6]([NH:7][C:8]([O:10][C:11]([CH3:14])([CH3:13])[CH3:12])=[O:9])[CH2:15][C:16]1[CH:21]=[CH:20][C:19]([O:22][C:23]([NH:48][CH2:47][CH2:46][CH2:45][C@@H:44]([C:49]([OH:51])=[O:50])[NH:43][C:41]([O:40][C:36]([CH3:39])([CH3:37])[CH3:38])=[O:42])=[O:24])=[CH:18][CH:17]=1)[CH:2]=[CH2:3]. (3) Given the reactants [C:1]([C:4]1[CH:5]=[C:6]([C:9]([NH:11][N:12]([CH2:28][C@@H:29]([OH:33])[C:30]([OH:32])=[O:31])[CH2:13][C:14]2[CH:19]=[CH:18][C:17]([C:20]3[CH:25]=[C:24]([Cl:26])[CH:23]=[CH:22][C:21]=3[F:27])=[CH:16][CH:15]=2)=[O:10])[NH:7][N:8]=1)(=[O:3])[CH3:2].[CH2:34](O)[CH:35]([CH3:37])[CH3:36].Cl.O1CCOCC1, predict the reaction product. The product is: [CH2:34]([O:31][C:30](=[O:32])[C@H:29]([OH:33])[CH2:28][N:12]([CH2:13][C:14]1[CH:19]=[CH:18][C:17]([C:20]2[CH:25]=[C:24]([Cl:26])[CH:23]=[CH:22][C:21]=2[F:27])=[CH:16][CH:15]=1)[NH:11][C:9]([C:6]1[NH:7][N:8]=[C:4]([C:1](=[O:3])[CH3:2])[CH:5]=1)=[O:10])[CH:35]([CH3:37])[CH3:36]. (4) The product is: [O:12]=[C:6]1[CH2:11][CH2:10][CH2:9][CH2:8][CH:7]1[CH:3]=[O:5]. Given the reactants [H-].[Na+].[CH2:3]([OH:5])C.[C:6]1(=[O:12])[CH2:11][CH2:10][CH2:9][CH2:8][CH2:7]1.C(OCC)=O, predict the reaction product. (5) Given the reactants [F:1][C:2]1[CH:3]=[C:4]([C:8]2[C:12]([C:13]([OH:15])=O)=[C:11]([CH3:16])[O:10][N:9]=2)[CH:5]=[CH:6][CH:7]=1.Cl.C(N=C=NCCCN(C)C)C.[Cl:29][C:30]1[CH:31]=[C:32]([N:37]2[CH2:42][CH2:41][NH:40][CH2:39][CH2:38]2)[CH:33]=[CH:34][C:35]=1[Cl:36], predict the reaction product. The product is: [Cl:29][C:30]1[CH:31]=[C:32]([N:37]2[CH2:42][CH2:41][N:40]([C:13]([C:12]3[C:8]([C:4]4[CH:5]=[CH:6][CH:7]=[C:2]([F:1])[CH:3]=4)=[N:9][O:10][C:11]=3[CH3:16])=[O:15])[CH2:39][CH2:38]2)[CH:33]=[CH:34][C:35]=1[Cl:36]. (6) Given the reactants [Cl:1][C:2]1[CH:18]=[CH:17][CH:16]=[C:15]([Cl:19])[C:3]=1[C:4]([NH:6][C:7]1[C:12]([F:13])=[CH:11][N:10]=[CH:9][C:8]=1[F:14])=O.S(Cl)([Cl:22])=O, predict the reaction product. The product is: [Cl:1][C:2]1[CH:18]=[CH:17][CH:16]=[C:15]([Cl:19])[C:3]=1[C:4]([Cl:22])=[N:6][C:7]1[C:12]([F:13])=[CH:11][N:10]=[CH:9][C:8]=1[F:14]. (7) Given the reactants [Br:1][C:2]1[CH:10]=[C:9]([OH:11])[CH:8]=[C:7]2[C:3]=1[CH2:4][NH:5][C:6]2=[O:12].C(=O)([O-])[O-].[Cs+].[Cs+].[I-].[K+].[C:21]([NH:28][CH2:29][CH2:30]Br)([O:23][C:24]([CH3:27])([CH3:26])[CH3:25])=[O:22], predict the reaction product. The product is: [Br:1][C:2]1[CH:10]=[C:9]([O:11][CH2:30][CH2:29][NH:28][C:21](=[O:22])[O:23][C:24]([CH3:27])([CH3:26])[CH3:25])[CH:8]=[C:7]2[C:3]=1[CH2:4][NH:5][C:6]2=[O:12]. (8) Given the reactants [CH3:1][O:2][C:3]1[CH:8]=[CH:7][CH:6]=[C:5]([N:9]2[CH2:14][CH2:13][N:12](C(OCC3C=CC=CC=3)=O)[CH2:11][CH2:10]2)[C:4]=1[CH2:25][CH2:26][N:27]1[CH2:32][CH2:31][CH:30]([N:33]2[C:41]3[C:36](=[CH:37][CH:38]=[C:39]([C:42]([NH2:44])=[O:43])[CH:40]=3)[CH:35]=[CH:34]2)[CH2:29][CH2:28]1.[H][H], predict the reaction product. The product is: [CH3:1][O:2][C:3]1[CH:8]=[CH:7][CH:6]=[C:5]([N:9]2[CH2:10][CH2:11][NH:12][CH2:13][CH2:14]2)[C:4]=1[CH2:25][CH2:26][N:27]1[CH2:32][CH2:31][CH:30]([N:33]2[C:41]3[C:36](=[CH:37][CH:38]=[C:39]([C:42]([NH2:44])=[O:43])[CH:40]=3)[CH:35]=[CH:34]2)[CH2:29][CH2:28]1. (9) Given the reactants [Cl:1][C:2]1[CH:3]=[C:4]([CH:13]=[C:14]([Cl:16])[CH:15]=1)[C:5]([NH:7][NH:8][C:9](=[O:12])[CH2:10][Cl:11])=O.P(Cl)(Cl)(Cl)=O, predict the reaction product. The product is: [Cl:11][CH2:10][C:9]1[O:12][C:5]([C:4]2[CH:3]=[C:2]([Cl:1])[CH:15]=[C:14]([Cl:16])[CH:13]=2)=[N:7][N:8]=1. (10) Given the reactants [Cl:1][C:2]1[C:11]2[C:6](=[CH:7][CH:8]=[CH:9][CH:10]=2)[CH:5]=[CH:4][C:3]=1[O:12][CH2:13][C:14]([CH3:17])([NH2:16])[CH3:15].[N:18]1[CH:23]=[CH:22][CH:21]=[CH:20][C:19]=1[CH:24]=O, predict the reaction product. The product is: [Cl:1][C:2]1[C:11]2[C:6](=[CH:7][CH:8]=[CH:9][CH:10]=2)[CH:5]=[CH:4][C:3]=1[O:12][CH2:13][C:14]([CH3:17])([NH:16][CH2:24][C:19]1[CH:20]=[CH:21][CH:22]=[CH:23][N:18]=1)[CH3:15].